Task: Predict the reactants needed to synthesize the given product.. Dataset: Full USPTO retrosynthesis dataset with 1.9M reactions from patents (1976-2016) (1) Given the product [O:24]1[CH2:29][CH2:28][N:27]([C:30]2[C:35]([NH:36][C:2]3[C:11]4[C:6](=[CH:7][C:8]([F:12])=[CH:9][CH:10]=4)[N:5]=[C:4]([C:13]4[CH:18]=[C:17]([N+:19]([O-:21])=[O:20])[CH:16]=[CH:15][C:14]=4[F:22])[C:3]=3[CH3:23])=[CH:34][C:33]([N:37]3[CH2:38][CH2:39][O:40][CH2:41][CH2:42]3)=[CH:32][N:31]=2)[CH2:26][CH2:25]1, predict the reactants needed to synthesize it. The reactants are: Cl[C:2]1[C:11]2[C:6](=[CH:7][C:8]([F:12])=[CH:9][CH:10]=2)[N:5]=[C:4]([C:13]2[CH:18]=[C:17]([N+:19]([O-:21])=[O:20])[CH:16]=[CH:15][C:14]=2[F:22])[C:3]=1[CH3:23].[O:24]1[CH2:29][CH2:28][N:27]([C:30]2[C:35]([NH2:36])=[CH:34][C:33]([N:37]3[CH2:42][CH2:41][O:40][CH2:39][CH2:38]3)=[CH:32][N:31]=2)[CH2:26][CH2:25]1. (2) Given the product [CH3:1][O:2][CH2:3][CH2:4][CH2:5][C:6]1[CH:7]=[C:8]([C:16]([OH:18])=[O:17])[C:9]2[C:14]([CH:15]=1)=[CH:13][CH:12]=[CH:11][CH:10]=2, predict the reactants needed to synthesize it. The reactants are: [CH3:1][O:2][CH2:3][CH2:4][CH2:5][C:6]1[CH:7]=[C:8]([C:16]([O:18]C)=[O:17])[C:9]2[C:14]([CH:15]=1)=[CH:13][CH:12]=[CH:11][CH:10]=2.CO.[Li+].[OH-]. (3) Given the product [S:30]([O:1][CH2:2][CH:3]1[CH2:8][CH2:7][N:6]([C:9]([O:11][C:12]([CH3:15])([CH3:14])[CH3:13])=[O:10])[CH2:5][CH2:4]1)([C:27]1[CH:28]=[CH:29][C:24]([CH3:23])=[CH:25][CH:26]=1)(=[O:32])=[O:31], predict the reactants needed to synthesize it. The reactants are: [OH:1][CH2:2][CH:3]1[CH2:8][CH2:7][N:6]([C:9]([O:11][C:12]([CH3:15])([CH3:14])[CH3:13])=[O:10])[CH2:5][CH2:4]1.C(N(CC)CC)C.[CH3:23][C:24]1[CH:29]=[CH:28][C:27]([S:30](Cl)(=[O:32])=[O:31])=[CH:26][CH:25]=1. (4) Given the product [F:14][C:11]1[CH:10]=[CH:9][CH:8]=[C:7]2[C:12]=1[CH:13]=[C:5]([C:3]([OH:2])=[O:4])[N:6]2[CH2:16][C:17]1[C:26]2[C:21](=[CH:22][CH:23]=[CH:24][CH:25]=2)[CH:20]=[CH:19][CH:18]=1, predict the reactants needed to synthesize it. The reactants are: C[O:2][C:3]([C:5]1[NH:6][C:7]2[C:12]([CH:13]=1)=[C:11]([F:14])[CH:10]=[CH:9][CH:8]=2)=[O:4].Br[CH2:16][C:17]1[C:26]2[C:21](=[CH:22][CH:23]=[CH:24][CH:25]=2)[CH:20]=[CH:19][CH:18]=1.